Dataset: Experimentally validated miRNA-target interactions with 360,000+ pairs, plus equal number of negative samples. Task: Binary Classification. Given a miRNA mature sequence and a target amino acid sequence, predict their likelihood of interaction. The miRNA is mmu-miR-8111 with sequence ACCGGGCAUGGUAGUGUACAC. The protein sequence of the target gene is MDRSGFGEISSPVIREAEVTRTARKQSAQKRVLLQASQDENFGNTTPRNQVIPRTPSSFRQPFTPTSRSLLRQPDISCILGTGGKSPRLTQSSGFFGNLSMVTNLDDSNWAAAFSSQRSGLFTNTEPHSITEDVTISAVMLREDDPGEAASMSMFSDFLQSFLKHSSSTVFDLVEEYENICGSQVNILSKIVSRATPGLQKFSKTASMLWLLQQEMVTWRLLASLYRDRIQSALEEESVFAVTAVNASEKTVVEALFQRDSLVRQSQLVVDWLESIAKDEIGEFSDNIEFYAKSVYWENT.... Result: 0 (no interaction).